This data is from Forward reaction prediction with 1.9M reactions from USPTO patents (1976-2016). The task is: Predict the product of the given reaction. (1) Given the reactants Cl.[NH2:2][C@H:3]1[CH2:7][CH2:6][CH2:5][C@@H:4]1[NH:8][C:9](=[O:20])[C:10]1[C:15]([O:16][CH3:17])=[CH:14][CH:13]=[CH:12][C:11]=1[O:18][CH3:19].CCN(C(C)C)C(C)C.Cl[C:31]1[S:32][C:33]2[CH:39]=[C:38]([F:40])[CH:37]=[CH:36][C:34]=2[N:35]=1, predict the reaction product. The product is: [F:40][C:38]1[CH:37]=[CH:36][C:34]2[N:35]=[C:31]([NH:2][C@H:3]3[CH2:7][CH2:6][CH2:5][C@@H:4]3[NH:8][C:9](=[O:20])[C:10]3[C:15]([O:16][CH3:17])=[CH:14][CH:13]=[CH:12][C:11]=3[O:18][CH3:19])[S:32][C:33]=2[CH:39]=1. (2) The product is: [CH:24]1[C:37]2[CH:36]=[C:35]([C:7]3[C:16]4[C:11](=[CH:12][CH:13]=[CH:14][CH:15]=4)[CH:10]=[CH:9][C:8]=3[C:17]([O:19][CH2:20][CH3:21])=[O:18])[C:34]3[C:29](=[CH:30][CH:31]=[CH:32][CH:33]=3)[C:28]=2[CH:27]=[CH:26][CH:25]=1. Given the reactants FC(F)(F)S(O[C:7]1[C:16]2[C:11](=[CH:12][CH:13]=[CH:14][CH:15]=2)[CH:10]=[CH:9][C:8]=1[C:17]([O:19][CH2:20][CH3:21])=[O:18])(=O)=O.[CH:24]1[C:37]2[CH:36]=[C:35](B(O)O)[C:34]3[C:29](=[CH:30][CH:31]=[CH:32][CH:33]=3)[C:28]=2[CH:27]=[CH:26][CH:25]=1.C(=O)([O-])[O-].[Na+].[Na+], predict the reaction product. (3) The product is: [CH3:11][C:5]1[C:4]2[C:8](=[CH:9][CH:10]=[C:2]([C:61]3[CH:62]=[C:63]([NH:67][C@H:68]([C:78]4[CH:83]=[CH:82][CH:81]=[CH:80][CH:79]=4)[CH2:69][NH:70][S:71]([CH2:74][CH2:75][O:76][CH3:77])(=[O:73])=[O:72])[CH:64]=[N:65][CH:66]=3)[CH:3]=2)[NH:7][N:6]=1. Given the reactants Br[C:2]1[CH:3]=[C:4]2[C:8](=[CH:9][CH:10]=1)[NH:7][N:6]=[C:5]2[CH3:11].B1(B2OC(C)(C)C(C)(C)O2)OC(C)(C)C(C)(C)O1.C(P(C12CC3CC(CC(C3)C1)C2)C12CC3CC(CC(C3)C1)C2)CCC.C([O-])(=O)C.[K+].Br[C:61]1[CH:62]=[C:63]([NH:67][C@H:68]([C:78]2[CH:83]=[CH:82][CH:81]=[CH:80][CH:79]=2)[CH2:69][NH:70][S:71]([CH2:74][CH2:75][O:76][CH3:77])(=[O:73])=[O:72])[CH:64]=[N:65][CH:66]=1.C(=O)([O-])[O-].[K+].[K+], predict the reaction product. (4) Given the reactants [F:1][C:2]1[N:10]=[C:9]2[C:5]([N:6]=[CH:7][NH:8]2)=[C:4]([NH:11][CH2:12][C:13]2[CH:14]=[N:15][CH:16]=[CH:17][CH:18]=2)[N:3]=1.C([O-])([O-])=O.[K+].[K+].Br[CH:26]([CH3:28])[CH3:27].C(Cl)(Cl)Cl, predict the reaction product. The product is: [F:1][C:2]1[N:10]=[C:9]2[C:5]([N:6]=[CH:7][N:8]2[CH:26]([CH3:28])[CH3:27])=[C:4]([NH:11][CH2:12][C:13]2[CH:14]=[N:15][CH:16]=[CH:17][CH:18]=2)[N:3]=1. (5) Given the reactants [CH2:1]([O:8][C:9]1[CH:22]=[C:21]([O:23][CH2:24][C:25]2[CH:30]=[CH:29][CH:28]=[CH:27][CH:26]=2)[C:20]([Br:31])=[CH:19][C:10]=1[C:11]([NH:13][CH2:14][CH2:15][CH2:16][O:17][CH3:18])=O)[C:2]1[CH:7]=[CH:6][CH:5]=[CH:4][CH:3]=1.P(Cl)(Cl)(Cl)(Cl)Cl.[Si]([N:42]=[N+:43]=[N-:44])(C)(C)C, predict the reaction product. The product is: [CH2:1]([O:8][C:9]1[CH:22]=[C:21]([O:23][CH2:24][C:25]2[CH:30]=[CH:29][CH:28]=[CH:27][CH:26]=2)[C:20]([Br:31])=[CH:19][C:10]=1[C:11]1[N:13]([CH2:14][CH2:15][CH2:16][O:17][CH3:18])[N:44]=[N:43][N:42]=1)[C:2]1[CH:7]=[CH:6][CH:5]=[CH:4][CH:3]=1. (6) Given the reactants S(=O)(=O)(O)N.P([O-])(O)(O)=O.[Na+].[CH3:12][C:13]([C:16]1[CH:17]=[CH:18][C:19]([OH:24])=[C:20]([CH:23]=1)[CH:21]=[O:22])([CH3:15])[CH3:14].Cl([O-])=[O:26].[Na+].S([O-])([O-])=O.[Na+].[Na+].Cl, predict the reaction product. The product is: [CH3:15][C:13]([C:16]1[CH:23]=[C:20]([C:21]([OH:26])=[O:22])[C:19]([OH:24])=[CH:18][CH:17]=1)([CH3:12])[CH3:14]. (7) Given the reactants [Cl:1][C:2]1[N:7]=[C:6](Cl)[CH:5]=[CH:4][N:3]=1.[CH3:9][CH2:10][N:11]=[C:12]=NCCCN(C)C.C1C=CC2N([OH:29])N=NC=2C=1.[NH2:30][C@@H:31]([C:34]1[CH:39]=[CH:38][CH:37]=[C:36]([Cl:40])[CH:35]=1)[CH2:32][OH:33], predict the reaction product. The product is: [Cl:40][C:36]1[CH:35]=[C:34]([CH:31]([NH:30][C:9](=[O:29])[CH2:10][N:11]([C:6]2[CH:5]=[CH:4][N:3]=[C:2]([Cl:1])[N:7]=2)[CH3:12])[CH2:32][OH:33])[CH:39]=[CH:38][CH:37]=1. (8) The product is: [Br:1][C:2]1[CH:3]=[C:4]2[C:5](=[C:6]([CH:7]=[O:8])[CH:9]=1)[O:10][C:11]([CH3:15])([CH3:12])[CH:13]=[CH:14]2. Given the reactants [Br:1][C:2]1[CH:3]=[CH:4][C:5]([O:10][C:11]([CH3:15])([C:13]#[CH:14])[CH3:12])=[C:6]([CH:9]=1)[CH:7]=[O:8], predict the reaction product. (9) Given the reactants C[O:2][C:3]([C@H:5]1[CH2:9][O:8][C:7]([CH3:11])([CH3:10])[O:6]1)=[O:4].O.[OH-].[Li+:14], predict the reaction product. The product is: [CH3:10][C:7]1([CH3:11])[O:6][C@@H:5]([C:3]([O-:4])=[O:2])[CH2:9][O:8]1.[Li+:14]. (10) Given the reactants [C:1]1([S:7]([C:10]([C:13]([S:16](F)(=[O:18])=[O:17])([F:15])[F:14])([F:12])[F:11])(=[O:9])=[O:8])[CH:6]=[CH:5][CH:4]=[CH:3][CH:2]=1.[CH2:20]([NH2:27])[C:21]1[CH:26]=[CH:25][CH:24]=[CH:23][CH:22]=1.Cl, predict the reaction product. The product is: [CH2:20]([NH:27][S:16]([C:13]([F:15])([F:14])[C:10]([S:7]([C:1]1[CH:6]=[CH:5][CH:4]=[CH:3][CH:2]=1)(=[O:9])=[O:8])([F:12])[F:11])(=[O:18])=[O:17])[C:21]1[CH:26]=[CH:25][CH:24]=[CH:23][CH:22]=1.